From a dataset of Full USPTO retrosynthesis dataset with 1.9M reactions from patents (1976-2016). Predict the reactants needed to synthesize the given product. (1) Given the product [C:30]([NH:21][C:19]1[CH:18]=[CH:17][C:15]2[O:16][C:11]3[CH:10]=[C:9]([NH:8][C:39](=[O:40])[CH3:38])[CH:23]=[CH:22][C:12]=3[O:13][C:14]=2[CH:20]=1)(=[O:32])[CH3:31], predict the reactants needed to synthesize it. The reactants are: C1(C)C=CC=CC=1.[NH2:8][C:9]1[CH:23]=[CH:22][C:12]2[O:13][C:14]3[CH:20]=[C:19]([NH2:21])[CH:18]=[CH:17][C:15]=3[O:16][C:11]=2[CH:10]=1.N1C=CC=CC=1.[C:30](OC(=O)C)(=[O:32])[CH3:31].C1C[O:40][CH2:39][CH2:38]1. (2) The reactants are: OC1C=CC=CN=1.[C:8]([O:12][C:13](=[O:41])[NH:14][C@H:15]([C@@H:34]1[CH2:38][C@@H:37]([CH3:39])[C:36](=[O:40])[O:35]1)[CH2:16][N:17]1[CH2:22][C:21](=[O:23])[N:20]([C:24]2[CH:29]=[C:28]([F:30])[CH:27]=[CH:26][C:25]=2[CH3:31])[CH2:19][C:18]1([CH3:33])[CH3:32])([CH3:11])([CH3:10])[CH3:9].[CH3:42][C:43]([CH3:47])([CH3:46])[CH2:44][NH2:45]. Given the product [C:8]([O:12][C:13](=[O:41])[NH:14][C@@H:15]([CH2:16][N:17]1[CH2:22][C:21](=[O:23])[N:20]([C:24]2[CH:29]=[C:28]([F:30])[CH:27]=[CH:26][C:25]=2[CH3:31])[CH2:19][C:18]1([CH3:33])[CH3:32])[C@@H:34]([OH:35])[CH2:38][C@H:37]([C:36](=[O:40])[NH:45][CH2:44][C:43]([CH3:47])([CH3:46])[CH3:42])[CH3:39])([CH3:10])([CH3:11])[CH3:9], predict the reactants needed to synthesize it. (3) Given the product [CH3:1][N:2]1[CH2:3][CH2:4][N:5]([C:8]2[CH:14]=[CH:13][C:11]([NH:12][C:35]([C:28]3[C:29]4[N:30]=[CH:31][CH:32]=[N:33][C:34]=4[C:25]([C:15]4[C:24]5[C:19](=[CH:20][CH:21]=[CH:22][CH:23]=5)[CH:18]=[CH:17][CH:16]=4)=[CH:26][CH:27]=3)=[O:36])=[CH:10][CH:9]=2)[CH2:6][CH2:7]1, predict the reactants needed to synthesize it. The reactants are: [CH3:1][N:2]1[CH2:7][CH2:6][N:5]([C:8]2[CH:14]=[CH:13][C:11]([NH2:12])=[CH:10][CH:9]=2)[CH2:4][CH2:3]1.[C:15]1([C:25]2[C:34]3[N:33]=[CH:32][CH:31]=[N:30][C:29]=3[C:28]([C:35](O)=[O:36])=[CH:27][CH:26]=2)[C:24]2[C:19](=[CH:20][CH:21]=[CH:22][CH:23]=2)[CH:18]=[CH:17][CH:16]=1.C1(B(O)O)C2C(=CC=CC=2)C=CC=1. (4) Given the product [CH2:18]([O:17][C:13]1[CH:12]=[C:11]2[C:16](=[CH:15][CH:14]=1)[N:8]([CH3:7])[C:9]([Si:25]([CH2:30][CH3:31])([CH2:28][CH3:29])[CH2:26][CH3:27])=[CH:10]2)[C:19]1[CH:24]=[CH:23][CH:22]=[CH:21][CH:20]=1, predict the reactants needed to synthesize it. The reactants are: CC([O-])(C)C.[K+].[CH3:7][N:8]1[C:16]2[C:11](=[CH:12][C:13]([O:17][CH2:18][C:19]3[CH:24]=[CH:23][CH:22]=[CH:21][CH:20]=3)=[CH:14][CH:15]=2)[CH:10]=[CH:9]1.[SiH:25]([CH2:30][CH3:31])([CH2:28][CH3:29])[CH2:26][CH3:27]. (5) Given the product [Cl:1][C:2]1[CH:3]=[CH:4][C:5]([O:15][CH2:16][C:17]2[C:22]([F:23])=[CH:21][CH:20]=[CH:19][C:18]=2[F:24])=[C:6]([C:8]2[N:25]([C:26]3[CH:27]=[C:28]([CH:32]=[C:33]([Br:35])[CH:34]=3)[C:29]([OH:31])=[O:30])[C:11]([CH3:12])=[CH:10][CH:9]=2)[CH:7]=1, predict the reactants needed to synthesize it. The reactants are: [Cl:1][C:2]1[CH:3]=[CH:4][C:5]([O:15][CH2:16][C:17]2[C:22]([F:23])=[CH:21][CH:20]=[CH:19][C:18]=2[F:24])=[C:6]([C:8](=O)[CH2:9][CH2:10][C:11](=O)[CH3:12])[CH:7]=1.[NH2:25][C:26]1[CH:27]=[C:28]([CH:32]=[C:33]([Br:35])[CH:34]=1)[C:29]([OH:31])=[O:30].CC1C=CC(S(O)(=O)=O)=CC=1. (6) Given the product [CH3:16][C:14]1[CH:13]=[CH:12][C:10]2[NH:11][C:7]([C:3]3[N:4]=[CH:5][S:6][C:2]=3[C:17]([OH:19])=[O:18])=[N:8][C:9]=2[CH:15]=1, predict the reactants needed to synthesize it. The reactants are: Br[C:2]1[S:6][CH:5]=[N:4][C:3]=1[C:7]1[NH:11][C:10]2[CH:12]=[CH:13][C:14]([CH3:16])=[CH:15][C:9]=2[N:8]=1.[C:17](=[O:19])=[O:18]. (7) Given the product [CH2:30]([N:34]([CH2:8][CH2:2][CH2:3][CH3:4])[C:8](=[O:10])[CH:2]([CH2:3][CH2:4][C:5]([OH:7])=[O:6])[NH:1][C:11](=[O:23])[CH2:12][CH2:13][CH2:14][CH2:15][CH2:16][CH2:17][CH2:18][CH2:19][CH2:20][CH2:21][CH3:22])[CH2:31][CH2:32][CH3:33], predict the reactants needed to synthesize it. The reactants are: [NH2:1][CH:2]([C:8]([OH:10])=O)[CH2:3][CH2:4][C:5]([OH:7])=[O:6].[C:11](Cl)(=[O:23])[CH2:12][CH2:13][CH2:14][CH2:15][CH2:16][CH2:17][CH2:18][CH2:19][CH2:20][CH2:21][CH3:22].S(=O)(=O)(O)O.[CH2:30]([NH2:34])[CH2:31][CH2:32][CH3:33].